Dataset: Full USPTO retrosynthesis dataset with 1.9M reactions from patents (1976-2016). Task: Predict the reactants needed to synthesize the given product. (1) Given the product [O:18]=[C:17]1[C:16]2[C:15](=[CH:23][CH:22]=[CH:21][CH:20]=2)[C:14](=[O:19])[N:1]1[CH2:2][CH2:3][CH2:4][S:5]([O-:8])(=[O:7])=[O:6].[K+:13], predict the reactants needed to synthesize it. The reactants are: [NH2:1][CH2:2][CH2:3][CH2:4][S:5]([OH:8])(=[O:7])=[O:6].C([O-])(=O)C.[K+:13].[C:14]1(=O)[O:19][C:17](=[O:18])[C:16]2=[CH:20][CH:21]=[CH:22][CH:23]=[C:15]12. (2) Given the product [CH3:19][Si:20]([CH3:27])([CH3:26])[CH2:21][CH2:22][O:23][CH2:24][N:7]1[C:8]2[C:4](=[C:3]([C:2]([F:15])([F:1])[F:16])[CH:11]=[C:10]([I:12])[CH:9]=2)[C:5](=[O:14])[C:6]1=[O:13], predict the reactants needed to synthesize it. The reactants are: [F:1][C:2]([F:16])([F:15])[C:3]1[CH:11]=[C:10]([I:12])[CH:9]=[C:8]2[C:4]=1[C:5](=[O:14])[C:6](=[O:13])[NH:7]2.[H-].[Na+].[CH3:19][Si:20]([CH3:27])([CH3:26])[CH2:21][CH2:22][O:23][CH2:24]Cl.O. (3) Given the product [CH:1]1([CH2:4][NH:5][C:26](=[O:27])[N:25]([C:15]2[CH:16]=[CH:17][C:18]([S:20][C:21]([F:22])([F:23])[F:24])=[CH:19][C:14]=2[F:13])[CH3:29])[CH2:3][CH2:2]1, predict the reactants needed to synthesize it. The reactants are: [CH:1]1([CH2:4][NH2:5])[CH2:3][CH2:2]1.C(N(CC)CC)C.[F:13][C:14]1[CH:19]=[C:18]([S:20][C:21]([F:24])([F:23])[F:22])[CH:17]=[CH:16][C:15]=1[N:25]([CH3:29])[C:26](Cl)=[O:27]. (4) Given the product [C:1]([O:5][C:6]([N:8]1[C@H:14]([CH2:15][OH:16])[CH2:13][CH2:12][C@@H:11]2[C@H:9]1[CH2:10]2)=[O:7])([CH3:4])([CH3:3])[CH3:2], predict the reactants needed to synthesize it. The reactants are: [C:1]([O:5][C:6]([N:8]1[C@H:14]([C:15](O)=[O:16])[CH2:13][CH2:12][C@@H:11]2[C@H:9]1[CH2:10]2)=[O:7])([CH3:4])([CH3:3])[CH3:2].CO.